This data is from Reaction yield outcomes from USPTO patents with 853,638 reactions. The task is: Predict the reaction yield, written as a fraction of the theoretical maximum amount of product (1.0 means a 100% yield; for example, 0.34 means a 34% yield). (1) The reactants are [Br:1][C:2]1[N:7]=[CH:6][C:5]2[C:8](I)=[CH:9][N:10]([CH:11]([CH3:13])[CH3:12])[C:4]=2[CH:3]=1.C(N(CC)CC)C.[C:22]([Si:24]([CH3:27])([CH3:26])[CH3:25])#[CH:23]. The catalyst is Cl[Pd](Cl)([P](C1C=CC=CC=1)(C1C=CC=CC=1)C1C=CC=CC=1)[P](C1C=CC=CC=1)(C1C=CC=CC=1)C1C=CC=CC=1.[Cu]I.O1CCCC1. The product is [Br:1][C:2]1[N:7]=[CH:6][C:5]2[C:8]([C:23]#[C:22][Si:24]([CH3:27])([CH3:26])[CH3:25])=[CH:9][N:10]([CH:11]([CH3:13])[CH3:12])[C:4]=2[CH:3]=1. The yield is 0.830. (2) The reactants are [CH2:1]([N:8]1[CH2:13][CH2:12][NH:11][CH2:10][C@@H:9]1[CH3:14])[C:2]1[CH:7]=[CH:6][CH:5]=[CH:4][CH:3]=1.ClCCl.O=[C:19]1[CH2:24][CH2:23][N:22]([C:25]([O:27][C:28]([CH3:31])([CH3:30])[CH3:29])=[O:26])[CH2:21][CH2:20]1.[C-:32]#[N:33].C([Al+]CC)C. The catalyst is C1(C)C=CC=CC=1.CC(C)[O-].CC(C)[O-].CC(C)[O-].CC(C)[O-].[Ti+4]. The product is [CH2:1]([N:8]1[CH2:13][CH2:12][N:11]([C:19]2([C:32]#[N:33])[CH2:24][CH2:23][N:22]([C:25]([O:27][C:28]([CH3:31])([CH3:30])[CH3:29])=[O:26])[CH2:21][CH2:20]2)[CH2:10][C@@H:9]1[CH3:14])[C:2]1[CH:7]=[CH:6][CH:5]=[CH:4][CH:3]=1. The yield is 0.889. (3) The reactants are [C:1]([CH2:3][C:4](N)=O)#[N:2].F[B-](F)(F)F.C([O+](CC)CC)C.[NH2:19][C:20]1[C:21]([NH:29][C@H:30]2[CH2:35][CH2:34][C@H:33]([CH2:36][C:37]#[N:38])[CH2:32][CH2:31]2)=[C:22]2[S:28][CH:27]=[CH:26][C:23]2=[N:24][CH:25]=1. The catalyst is C1COCC1.C(O)C. The product is [C:37]([CH2:36][C@H:33]1[CH2:32][CH2:31][C@H:30]([N:29]2[C:21]3=[C:22]4[S:28][CH:27]=[CH:26][C:23]4=[N:24][CH:25]=[C:20]3[N:19]=[C:4]2[CH2:3][C:1]#[N:2])[CH2:35][CH2:34]1)#[N:38]. The yield is 0.260. (4) The reactants are [F:1][C:2]1[CH:3]=[C:4]2[C:9](=[CH:10][CH:11]=1)[N:8]=[C:7]([NH:12][C:13](=[O:17])OCC)[C:6]([O:18][CH3:19])=[N:5]2.[CH3:20][C:21]1[CH:26]=[CH:25][CH:24]=[C:23]([CH3:27])[C:22]=1[N:28]1[CH2:33][CH2:32][NH:31][CH2:30][CH2:29]1. No catalyst specified. The product is [F:1][C:2]1[CH:3]=[C:4]2[C:9](=[CH:10][CH:11]=1)[N:8]=[C:7]([NH:12][C:13]([N:31]1[CH2:32][CH2:33][N:28]([C:22]3[C:23]([CH3:27])=[CH:24][CH:25]=[CH:26][C:21]=3[CH3:20])[CH2:29][CH2:30]1)=[O:17])[C:6]([O:18][CH3:19])=[N:5]2. The yield is 0.760. (5) The reactants are [H-].[Na+].[CH3:3][O:4][C:5]1[CH:52]=[CH:51][C:8]([CH2:9][N:10]([CH2:42][C:43]2[CH:48]=[CH:47][C:46]([O:49][CH3:50])=[CH:45][CH:44]=2)[C:11]2[N:16]=[C:15]([CH3:17])[N:14]=[C:13]([C:18]3[CH:19]=[C:20]([CH2:33][N:34]([CH2:39][CH2:40][OH:41])[C:35](=[O:38])[CH2:36]Cl)[CH:21]=[N:22][C:23]=3[NH:24][C:25]3[CH:26]=[N:27][C:28]([O:31][CH3:32])=[CH:29][CH:30]=3)[N:12]=2)=[CH:7][CH:6]=1.O. The catalyst is C1COCC1. The product is [CH3:3][O:4][C:5]1[CH:52]=[CH:51][C:8]([CH2:9][N:10]([CH2:42][C:43]2[CH:48]=[CH:47][C:46]([O:49][CH3:50])=[CH:45][CH:44]=2)[C:11]2[N:16]=[C:15]([CH3:17])[N:14]=[C:13]([C:18]3[CH:19]=[C:20]([CH2:33][N:34]4[CH2:39][CH2:40][O:41][CH2:36][C:35]4=[O:38])[CH:21]=[N:22][C:23]=3[NH:24][C:25]3[CH:26]=[N:27][C:28]([O:31][CH3:32])=[CH:29][CH:30]=3)[N:12]=2)=[CH:7][CH:6]=1. The yield is 0.970.